Dataset: Catalyst prediction with 721,799 reactions and 888 catalyst types from USPTO. Task: Predict which catalyst facilitates the given reaction. (1) Reactant: [O:1]1[C:5]2[CH:6]=[CH:7][C:8]([C:10]#[N:11])=[CH:9][C:4]=2[CH:3]=[CH:2]1.[Li]CCCC.[B:17](OC)([O:20]C)[O:18]C.Cl. Product: [C:10]([C:8]1[CH:7]=[CH:6][C:5]2[O:1][C:2]([B:17]([OH:20])[OH:18])=[CH:3][C:4]=2[CH:9]=1)#[N:11]. The catalyst class is: 1. (2) Reactant: [CH:1]([C:4]1[CH:11]=[CH:10][C:7]([CH2:8]Br)=[CH:6][CH:5]=1)([CH3:3])[CH3:2].Cl.[O:13]=[C:14]1[C:19]([C:20]([O:22][CH3:23])=[O:21])=[CH:18][CH:17]=[CH:16][NH:15]1.[H-].[Na+]. Product: [CH:1]([C:4]1[CH:11]=[CH:10][C:7]([CH2:8][N:15]2[CH:16]=[CH:17][CH:18]=[C:19]([C:20]([O:22][CH3:23])=[O:21])[C:14]2=[O:13])=[CH:6][CH:5]=1)([CH3:3])[CH3:2]. The catalyst class is: 3. (3) Reactant: [CH3:1][C@@H:2]1[C@@H:6](OS(C2C=CC(C)=CC=2)(=O)=O)[CH2:5][N:4]([C:18]([O:20][CH2:21][C:22]2[CH:27]=[CH:26][CH:25]=[CH:24][CH:23]=2)=[O:19])[CH2:3]1.[N-:28]=[N+:29]=[N-:30].[Na+]. Product: [N:28]([C@H:6]1[C@@H:2]([CH3:1])[CH2:3][N:4]([C:18]([O:20][CH2:21][C:22]2[CH:27]=[CH:26][CH:25]=[CH:24][CH:23]=2)=[O:19])[CH2:5]1)=[N+:29]=[N-:30]. The catalyst class is: 3. (4) Reactant: Br[C:2]1[CH:7]=[CH:6][C:5]([C:8]2[CH2:17][CH2:16][C:11]3([O:15][CH2:14][CH2:13][O:12]3)[CH2:10][CH:9]=2)=[CH:4][CH:3]=1.[CH2:18]([O:20][C:21]1[CH:26]=[CH:25][C:24](B(O)O)=[C:23]([F:30])[C:22]=1[F:31])[CH3:19].P([O-])([O-])([O-])=O.[K+].[K+].[K+].O1CCOCC1. Product: [CH2:18]([O:20][C:21]1[CH:26]=[CH:25][C:24]([C:2]2[CH:7]=[CH:6][C:5]([CH:8]3[CH2:17][CH2:16][C:11]4([O:15][CH2:14][CH2:13][O:12]4)[CH2:10][CH2:9]3)=[CH:4][CH:3]=2)=[C:23]([F:30])[C:22]=1[F:31])[CH3:19]. The catalyst class is: 6. (5) Reactant: N[C:2]1[C:3]([F:20])=[CH:4][C:5]([F:19])=[C:6]([C:8]2[CH:13]=[CH:12][C:11]([C:14]([O:16][CH3:17])=[O:15])=[CH:10][C:9]=2[CH3:18])[CH:7]=1.N(OCCC(C)C)=O.[I:29]I. Product: [F:19][C:5]1[CH:4]=[C:3]([F:20])[C:2]([I:29])=[CH:7][C:6]=1[C:8]1[CH:13]=[CH:12][C:11]([C:14]([O:16][CH3:17])=[O:15])=[CH:10][C:9]=1[CH3:18]. The catalyst class is: 22. (6) Reactant: FC(F)(F)C(O)=O.[C:8]([C:10]1[CH:11]=[C:12]([C:20]2[O:24][N:23]=[C:22]([C:25]3[C:26]([CH3:43])=[C:27]4[C:32](=[CH:33][CH:34]=3)[CH2:31][N:30]([CH2:35][C:36]([O:38]C(C)(C)C)=[O:37])[CH2:29][CH2:28]4)[N:21]=2)[CH:13]=[N:14][C:15]=1[O:16][CH:17]([CH3:19])[CH3:18])#[N:9]. Product: [C:8]([C:10]1[CH:11]=[C:12]([C:20]2[O:24][N:23]=[C:22]([C:25]3[C:26]([CH3:43])=[C:27]4[C:32](=[CH:33][CH:34]=3)[CH2:31][N:30]([CH2:35][C:36]([OH:38])=[O:37])[CH2:29][CH2:28]4)[N:21]=2)[CH:13]=[N:14][C:15]=1[O:16][CH:17]([CH3:19])[CH3:18])#[N:9]. The catalyst class is: 2. (7) Reactant: [C:1]([C:5]1[CH:6]=[C:7]([N:15]2[C:19]([CH:20]([CH:22]3[CH2:27][CH2:26][CH2:25][CH2:24][CH2:23]3)[OH:21])=[C:18]([CH3:28])[C:17]([C:29]([O:31][CH2:32][CH3:33])=[O:30])=[CH:16]2)[CH:8]=[C:9]([C:11]2([CH3:14])[CH2:13][CH2:12]2)[CH:10]=1)([CH3:4])([CH3:3])[CH3:2].CC(OI1(OC(C)=O)(OC(C)=O)OC(=O)C2C=CC=CC1=2)=O. Product: [C:1]([C:5]1[CH:6]=[C:7]([N:15]2[C:19]([C:20]([CH:22]3[CH2:23][CH2:24][CH2:25][CH2:26][CH2:27]3)=[O:21])=[C:18]([CH3:28])[C:17]([C:29]([O:31][CH2:32][CH3:33])=[O:30])=[CH:16]2)[CH:8]=[C:9]([C:11]2([CH3:14])[CH2:13][CH2:12]2)[CH:10]=1)([CH3:2])([CH3:3])[CH3:4]. The catalyst class is: 2.